Predict the product of the given reaction. From a dataset of Forward reaction prediction with 1.9M reactions from USPTO patents (1976-2016). (1) Given the reactants Br[CH2:2][C:3]([C:5]1[CH:14]=[CH:13][C:12]2[C:11]([CH3:16])([CH3:15])[CH2:10][CH2:9][C:8]([CH3:18])([CH3:17])[C:7]=2[CH:6]=1)=O.[OH:19][CH2:20][CH2:21][CH2:22][CH2:23][N:24]([CH2:34][CH2:35][OH:36])[CH:25]1[CH2:30][CH2:29][N:28]([C:31](=[S:33])[NH2:32])[CH2:27][CH2:26]1, predict the reaction product. The product is: [OH:36][CH2:35][CH2:34][N:24]([CH:25]1[CH2:26][CH2:27][N:28]([C:31]2[S:33][CH:2]=[C:3]([C:5]3[CH:14]=[CH:13][C:12]4[C:11]([CH3:16])([CH3:15])[CH2:10][CH2:9][C:8]([CH3:18])([CH3:17])[C:7]=4[CH:6]=3)[N:32]=2)[CH2:29][CH2:30]1)[CH2:23][CH2:22][CH2:21][CH2:20][OH:19]. (2) Given the reactants [NH2:1][C:2]1[C:3]([O:13][CH3:14])=[N:4][C:5]2[C:10]([N:11]=1)=[CH:9][C:8]([CH3:12])=[CH:7][CH:6]=2.Cl[C:16]([O:18][CH2:19][CH3:20])=[O:17].N1C=CC=CC=1, predict the reaction product. The product is: [CH3:14][O:13][C:3]1[C:2]([NH:1][C:16](=[O:17])[O:18][CH2:19][CH3:20])=[N:11][C:10]2[C:5](=[CH:6][CH:7]=[C:8]([CH3:12])[CH:9]=2)[N:4]=1.